From a dataset of Reaction yield outcomes from USPTO patents with 853,638 reactions. Predict the reaction yield, written as a fraction of the theoretical maximum amount of product (1.0 means a 100% yield; for example, 0.34 means a 34% yield). (1) The reactants are [NH2:1][C:2]1[N:9]=[CH:8][CH:7]=[C:6]([O:10]C)[C:3]=1[C:4]#[N:5].Br[CH:13]([CH2:16][C:17]([F:20])([F:19])[F:18])[CH:14]=O.CCOCC. The catalyst is CCO. The product is [OH:10][C:6]1[CH:7]=[CH:8][N:9]2[C:13]([CH2:16][C:17]([F:20])([F:19])[F:18])=[CH:14][N:1]=[C:2]2[C:3]=1[C:4]#[N:5]. The yield is 0.180. (2) The reactants are [C:1](O)(=O)C.C=O.[Cl:7][C:8]1[CH:13]=[CH:12][C:11]([C:14]2[S:38][C:17]3[C:18](=[O:37])[N:19]([C:22]4[CH:27]=[CH:26][C:25]([C:28]([CH:30]5[CH2:34][CH2:33][NH:32][CH2:31]5)=[O:29])=[C:24]([O:35][CH3:36])[CH:23]=4)[CH:20]=[CH:21][C:16]=3[CH:15]=2)=[CH:10][CH:9]=1.FC(F)(F)C(O)=O.C(O[BH-](OC(=O)C)OC(=O)C)(=O)C.[Na+].Cl.CCOCC. The catalyst is CO.C(Cl)Cl. The product is [ClH:7].[Cl:7][C:8]1[CH:13]=[CH:12][C:11]([C:14]2[S:38][C:17]3[C:18](=[O:37])[N:19]([C:22]4[CH:27]=[CH:26][C:25]([C:28]([CH:30]5[CH2:34][CH2:33][N:32]([CH3:1])[CH2:31]5)=[O:29])=[C:24]([O:35][CH3:36])[CH:23]=4)[CH:20]=[CH:21][C:16]=3[CH:15]=2)=[CH:10][CH:9]=1. The yield is 0.500. (3) The reactants are O.[OH-].[Li+].[CH3:4][C:5]([O:8][C@H:9]([CH3:41])[C@@H:10]([C:37]([O:39]C)=[O:38])[NH:11][C:12]([C:14]1[C:23]([NH:24][C:25]([NH:27][C:28]2[C:33]([CH3:34])=[CH:32][C:31]([CH3:35])=[CH:30][C:29]=2[CH3:36])=[O:26])=[CH:22][C:21]2[C:16](=[CH:17][CH:18]=[CH:19][CH:20]=2)[CH:15]=1)=[O:13])([CH3:7])[CH3:6].O.Cl. The catalyst is O1CCOCC1. The product is [CH3:7][C:5]([O:8][C@H:9]([CH3:41])[C@@H:10]([C:37]([OH:39])=[O:38])[NH:11][C:12]([C:14]1[C:23]([NH:24][C:25]([NH:27][C:28]2[C:29]([CH3:36])=[CH:30][C:31]([CH3:35])=[CH:32][C:33]=2[CH3:34])=[O:26])=[CH:22][C:21]2[C:16](=[CH:17][CH:18]=[CH:19][CH:20]=2)[CH:15]=1)=[O:13])([CH3:4])[CH3:6]. The yield is 0.650. (4) The reactants are [NH2:1][C:2]1[N:7]=[CH:6][N:5]=[C:4]2[N:8]([C@@H:25]3[CH2:30][CH2:29][CH2:28][N:27](C(OC(C)(C)C)=O)[CH2:26]3)[N:9]=[C:10]([C:11]3[CH:16]=[CH:15][C:14]([O:17][C:18]4[CH:23]=[CH:22][CH:21]=[CH:20][C:19]=4[F:24])=[CH:13][CH:12]=3)[C:3]=12.FC(F)(F)C(O)=O. The catalyst is ClCCl. The product is [F:24][C:19]1[CH:20]=[CH:21][CH:22]=[CH:23][C:18]=1[O:17][C:14]1[CH:13]=[CH:12][C:11]([C:10]2[C:3]3[C:4](=[N:5][CH:6]=[N:7][C:2]=3[NH2:1])[N:8]([C@@H:25]3[CH2:30][CH2:29][CH2:28][NH:27][CH2:26]3)[N:9]=2)=[CH:16][CH:15]=1. The yield is 0.620.